This data is from Forward reaction prediction with 1.9M reactions from USPTO patents (1976-2016). The task is: Predict the product of the given reaction. (1) Given the reactants Br[C:2]1[S:3][CH:4]=[C:5]([C:7]([NH:9][C:10]2[CH:11]=[N:12][N:13]([CH3:31])[C:14]=2[C@H:15]2[O:21][CH2:20][C@@H:19]([F:22])[C@H:18]([NH:23]C(=O)OC(C)(C)C)[CH2:17][CH2:16]2)=[O:8])[N:6]=1.[CH3:32][C:33]1[C:37](B(O)O)=[C:36]([CH3:41])[O:35][N:34]=1, predict the reaction product. The product is: [NH2:23][C@H:18]1[C@H:19]([F:22])[CH2:20][O:21][C@H:15]([C:14]2[N:13]([CH3:31])[N:12]=[CH:11][C:10]=2[NH:9][C:7]([C:5]2[N:6]=[C:2]([C:37]3[C:33]([CH3:32])=[N:34][O:35][C:36]=3[CH3:41])[S:3][CH:4]=2)=[O:8])[CH2:16][CH2:17]1. (2) Given the reactants [CH2:1]([O:8][C:9]1[CH:10]=[C:11]2[C:16](=[CH:17][CH:18]=1)[CH:15](O)[CH:14]([Br:20])[CH2:13][CH2:12]2)[C:2]1[CH:7]=[CH:6][CH:5]=[CH:4][CH:3]=1.O.C1(C)C=CC(S(O)(=O)=O)=CC=1.C1(C)C=CC=CC=1, predict the reaction product. The product is: [CH2:1]([O:8][C:9]1[CH:10]=[C:11]2[C:16]([CH:15]=[C:14]([Br:20])[CH2:13][CH2:12]2)=[CH:17][CH:18]=1)[C:2]1[CH:3]=[CH:4][CH:5]=[CH:6][CH:7]=1.